This data is from Peptide-MHC class I binding affinity with 185,985 pairs from IEDB/IMGT. The task is: Regression. Given a peptide amino acid sequence and an MHC pseudo amino acid sequence, predict their binding affinity value. This is MHC class I binding data. The binding affinity (normalized) is 0.0847. The MHC is HLA-A03:01 with pseudo-sequence HLA-A03:01. The peptide sequence is GRNSRFPDK.